Dataset: Reaction yield outcomes from USPTO patents with 853,638 reactions. Task: Predict the reaction yield, written as a fraction of the theoretical maximum amount of product (1.0 means a 100% yield; for example, 0.34 means a 34% yield). The reactants are Cl.[NH:2]([C:4]1[CH:5]=[C:6]([CH:12]=[CH:13][CH:14]=1)C(OCC)=O)[NH2:3].CC(C)(C)C(=O)CC#N.[CH3:24][O:25][CH2:26][C:27](=O)[CH2:28][C:29]#[N:30]. No catalyst specified. The product is [CH3:24][O:25][CH2:26][C:27]1[CH:28]=[C:29]([NH2:30])[N:2]([C:4]2[CH:14]=[CH:13][CH:12]=[CH:6][CH:5]=2)[N:3]=1. The yield is 0.0200.